This data is from Forward reaction prediction with 1.9M reactions from USPTO patents (1976-2016). The task is: Predict the product of the given reaction. (1) The product is: [CH2:34]([NH:36][C:2]1[N:7]=[CH:6][N:5]=[C:4]([NH:8][C:9]2[CH:33]=[CH:32][C:12]([C:13]([NH:15][C:16]3[S:17][CH:18]=[C:19]([C:21]4[CH:26]=[CH:25][CH:24]=[C:23]([C:27]([F:30])([F:29])[F:28])[C:22]=4[F:31])[N:20]=3)=[O:14])=[CH:11][CH:10]=2)[CH:3]=1)[CH3:35]. Given the reactants Cl[C:2]1[N:7]=[CH:6][N:5]=[C:4]([NH:8][C:9]2[CH:33]=[CH:32][C:12]([C:13]([NH:15][C:16]3[S:17][CH:18]=[C:19]([C:21]4[CH:26]=[CH:25][CH:24]=[C:23]([C:27]([F:30])([F:29])[F:28])[C:22]=4[F:31])[N:20]=3)=[O:14])=[CH:11][CH:10]=2)[CH:3]=1.[CH2:34]([NH2:36])[CH3:35], predict the reaction product. (2) The product is: [O:11]=[CH:12][CH2:13][N:14]1[C:22]2[C:17](=[CH:18][CH:19]=[CH:20][C:21]=2[C:23]([O:25][CH3:26])=[O:24])[CH:16]=[N:15]1. Given the reactants C(Cl)(=O)C(Cl)=O.CS(C)=O.[OH:11][CH2:12][CH2:13][N:14]1[C:22]2[C:17](=[CH:18][CH:19]=[CH:20][C:21]=2[C:23]([O:25][CH3:26])=[O:24])[CH:16]=[N:15]1, predict the reaction product. (3) The product is: [CH2:34]([C:36]1[CH:41]=[CH:40][CH:39]=[C:38]([CH3:42])[C:37]=1[NH:43][C:44]([NH:46][C:3]([NH:31][CH:26]1[CH2:25][C:24]2[C:28](=[CH:29][CH:30]=[C:22]([C:19]3[N:20]=[CH:21][N:17]([C:14]4[CH:15]=[CH:16][C:11]([O:10][C:9]([F:8])([F:32])[F:33])=[CH:12][CH:13]=4)[N:18]=3)[CH:23]=2)[CH2:27]1)=[O:5])=[S:45])[CH3:35]. Given the reactants FC(F)(F)[C:3]([OH:5])=O.[F:8][C:9]([F:33])([F:32])[O:10][C:11]1[CH:16]=[CH:15][C:14]([N:17]2[CH:21]=[N:20][C:19]([C:22]3[CH:23]=[C:24]4[C:28](=[CH:29][CH:30]=3)[CH2:27][CH:26]([NH2:31])[CH2:25]4)=[N:18]2)=[CH:13][CH:12]=1.[CH2:34]([C:36]1[CH:41]=[CH:40][CH:39]=[C:38]([CH3:42])[C:37]=1[NH:43][C:44]([NH2:46])=[S:45])[CH3:35], predict the reaction product. (4) Given the reactants Cl[C:2]1[CH:7]=[C:6]([C:8]([F:11])([F:10])[F:9])[N:5]=[C:4]([C:12]2[CH:17]=[CH:16][CH:15]=[CH:14][CH:13]=2)[N:3]=1.[CH3:18][O:19][C:20]1[CH:21]=[C:22]([CH:24]=[CH:25][C:26]=1[O:27][CH3:28])[NH2:23], predict the reaction product. The product is: [CH3:18][O:19][C:20]1[CH:21]=[C:22]([CH:24]=[CH:25][C:26]=1[O:27][CH3:28])[NH:23][C:2]1[CH:7]=[C:6]([C:8]([F:11])([F:10])[F:9])[N:5]=[C:4]([C:12]2[CH:17]=[CH:16][CH:15]=[CH:14][CH:13]=2)[N:3]=1. (5) Given the reactants [NH2:1][C:2]1[CH:9]=[CH:8][C:5]([C:6]#[N:7])=[CH:4][CH:3]=1.[C:10]([O:13][C:14]1[C:15](=[CH:19][CH:20]=[CH:21][CH:22]=1)[C:16](Cl)=[O:17])(=[O:12])[CH3:11].CCN(CC)CC, predict the reaction product. The product is: [C:10]([O:13][C:14]1[CH:22]=[CH:21][CH:20]=[CH:19][C:15]=1[C:16]([NH:1][C:2]1[CH:9]=[CH:8][C:5]([C:6]#[N:7])=[CH:4][CH:3]=1)=[O:17])(=[O:12])[CH3:11]. (6) The product is: [OH:1][C:2]1[CH:7]=[CH:6][N:5]2[N:8]=[CH:9][C:10]([C:11]([OH:13])=[O:12])=[C:4]2[N:3]=1. Given the reactants [OH:1][C:2]1[CH:7]=[CH:6][N:5]2[N:8]=[CH:9][C:10]([C:11]([O:13]CC)=[O:12])=[C:4]2[N:3]=1.O1CCCC1.[OH-].[Na+], predict the reaction product. (7) Given the reactants [Br:1][C:2]1[CH:7]=[CH:6][CH:5]=[CH:4][CH:3]=1.[C:8]1([S:14](Cl)(=[O:16])=[O:15])[CH:13]=[CH:12][CH:11]=[CH:10][CH:9]=1.[Cl-].[In+3].[Cl-].[Cl-].FC(F)(F)S(O)(=O)=O.[OH-].[Na+], predict the reaction product. The product is: [Br:1][C:2]1[CH:7]=[CH:6][C:5]([S:14]([C:8]2[CH:13]=[CH:12][CH:11]=[CH:10][CH:9]=2)(=[O:16])=[O:15])=[CH:4][CH:3]=1. (8) The product is: [C@H:15]1([C:22]([O:24][CH2:7][C:8]2[CH:13]=[CH:12][CH:11]=[CH:10][CH:9]=2)=[O:23])[CH2:18][C@@H:17]([C:19]([O:21][CH2:7][C:8]2[CH:13]=[CH:12][CH:11]=[CH:10][CH:9]=2)=[O:20])[CH2:16]1.[C@H:15]1([C:22]([O:24][CH2:7][C:8]2[CH:13]=[CH:12][CH:11]=[CH:10][CH:9]=2)=[O:23])[CH2:18][C@H:17]([C:19]([O:21][CH2:7][C:8]2[CH:13]=[CH:12][CH:11]=[CH:10][CH:9]=2)=[O:20])[CH2:16]1. Given the reactants C(=O)([O-])[O-].[K+].[K+].[CH2:7](Br)[C:8]1[CH:13]=[CH:12][CH:11]=[CH:10][CH:9]=1.[CH:15]1([C:22]([OH:24])=[O:23])[CH2:18][CH:17]([C:19]([OH:21])=[O:20])[CH2:16]1.O, predict the reaction product. (9) Given the reactants [C:1]([C:3]1[C:4](B(O)O)=[CH:5][C:6]([O:9][CH3:10])=[N:7][CH:8]=1)#[N:2].Br[C:15]1[CH:22]=[C:21]([Cl:23])[CH:20]=[CH:19][C:16]=1[C:17]#[N:18], predict the reaction product. The product is: [Cl:23][C:21]1[CH:20]=[CH:19][C:16]([C:17]#[N:18])=[C:15]([C:4]2[CH:5]=[C:6]([O:9][CH3:10])[N:7]=[CH:8][C:3]=2[C:1]#[N:2])[CH:22]=1. (10) Given the reactants I[C:2]1[C:10]2[C:5](=[CH:6][CH:7]=[C:8]([NH:11][S:12]([C:15]3[CH:20]=[CH:19][CH:18]=[CH:17][C:16]=3[S:21]([CH3:24])(=[O:23])=[O:22])(=[O:14])=[O:13])[CH:9]=2)[N:4](C(OC(C)(C)C)=O)[N:3]=1.[CH:32]1[C:41]2[C:36](=[CH:37][CH:38]=[CH:39][CH:40]=2)[CH:35]=[CH:34][C:33]=1B(O)O.C(=O)([O-])O.[Na+], predict the reaction product. The product is: [CH3:24][S:21]([C:16]1[CH:17]=[CH:18][CH:19]=[CH:20][C:15]=1[S:12]([NH:11][C:8]1[CH:9]=[C:10]2[C:5](=[CH:6][CH:7]=1)[NH:4][N:3]=[C:2]2[C:32]1[C:41]2[C:36](=[CH:37][CH:38]=[CH:39][CH:40]=2)[CH:35]=[CH:34][CH:33]=1)(=[O:14])=[O:13])(=[O:22])=[O:23].